From a dataset of Reaction yield outcomes from USPTO patents with 853,638 reactions. Predict the reaction yield, written as a fraction of the theoretical maximum amount of product (1.0 means a 100% yield; for example, 0.34 means a 34% yield). (1) The reactants are [CH3:1][O:2][C:3](=[O:64])[NH:4][CH:5]([C:9]([N:11]1[CH2:15][CH2:14][CH2:13][CH:12]1[C:16]1[NH:17][C:18]([C:21]2[CH:30]=[CH:29][C:28]3[C:23](=[CH:24][CH:25]=[C:26]([C:31]4[CH:36]=[CH:35][C:34]([C:37]5[NH:38][C:39]([CH:42]6[CH2:46][CH2:45][CH2:44][N:43]6[C:47](=[O:63])[CH:48]([NH:55][C:56]([O:58][C:59](C)(C)C)=[O:57])[C:49]6[CH:54]=[CH:53][CH:52]=[CH:51][CH:50]=6)=[N:40][CH:41]=5)=[CH:33][CH:32]=4)[CH:27]=3)[CH:22]=2)=[CH:19][N:20]=1)=[O:10])[CH:6]([CH3:8])[CH3:7].COC(N[CH:70](C1C=CC=CC=1)[C:71](O)=O)=O. No catalyst specified. The product is [CH3:1][O:2][C:3](=[O:64])[NH:4][CH:5]([C:9]([N:11]1[CH2:15][CH2:14][CH2:13][CH:12]1[C:16]1[NH:17][C:18]([C:21]2[CH:30]=[CH:29][C:28]3[C:23](=[CH:24][CH:25]=[C:26]([C:31]4[CH:36]=[CH:35][C:34]([C:37]5[NH:38][C:39]([CH:42]6[CH:46]7[CH2:45][CH:44]([CH2:70][CH2:71]7)[N:43]6[C:47](=[O:63])[CH:48]([NH:55][C:56]([O:58][CH3:59])=[O:57])[C:49]6[CH:50]=[CH:51][CH:52]=[CH:53][CH:54]=6)=[N:40][CH:41]=5)=[CH:33][CH:32]=4)[CH:27]=3)[CH:22]=2)=[CH:19][N:20]=1)=[O:10])[CH:6]([CH3:7])[CH3:8]. The yield is 0.466. (2) The reactants are [F:1][C:2]1[CH:12]=[CH:11][C:5]([C:6]([O:8]CC)=[O:7])=[CH:4][C:3]=1[CH:13]=[CH2:14].O.[OH-].[Li+].[CH2:18]1COCC1. The catalyst is O. The product is [CH:13]1([C:3]2[CH:4]=[C:5]([CH:11]=[CH:12][C:2]=2[F:1])[C:6]([OH:8])=[O:7])[CH2:14][CH2:18]1. The yield is 0.810. (3) The reactants are [I:1][C:2]1[CH:3]=[C:4]([CH:8]=[CH:9][C:10]=1[OH:11])[C:5]([OH:7])=O.C(Cl)CCl.C1C=CC2N(O)N=NC=2C=1.CCN(C(C)C)C(C)C.[C:35]1([CH2:41][CH2:42][CH2:43][CH2:44][CH2:45][CH2:46][CH2:47][CH2:48][NH2:49])[CH:40]=[CH:39][CH:38]=[CH:37][CH:36]=1. The catalyst is CN(C=O)C.O. The product is [C:35]1([CH2:41][CH2:42][CH2:43][CH2:44][CH2:45][CH2:46][CH2:47][CH2:48][NH:49][C:5](=[O:7])[C:4]2[CH:8]=[CH:9][C:10]([OH:11])=[C:2]([I:1])[CH:3]=2)[CH:40]=[CH:39][CH:38]=[CH:37][CH:36]=1. The yield is 0.990. (4) The reactants are [CH3:1][C:2]1[CH:3]=[CH:4][C:5]([O:13][CH2:14][C:15]2[CH:20]=[CH:19][C:18]([O:21][CH2:22][C:23]3[N:24]=[C:25]([C:29]4[CH:34]=[CH:33][CH:32]=[CH:31][CH:30]=4)[O:26][C:27]=3[CH3:28])=[CH:17][CH:16]=2)=[C:6]([CH2:8][C:9]([O:11]C)=[O:10])[CH:7]=1.O1CCCC1.[OH-].[Na+].Cl. The catalyst is O.CO. The product is [CH3:1][C:2]1[CH:3]=[CH:4][C:5]([O:13][CH2:14][C:15]2[CH:20]=[CH:19][C:18]([O:21][CH2:22][C:23]3[N:24]=[C:25]([C:29]4[CH:30]=[CH:31][CH:32]=[CH:33][CH:34]=4)[O:26][C:27]=3[CH3:28])=[CH:17][CH:16]=2)=[C:6]([CH2:8][C:9]([OH:11])=[O:10])[CH:7]=1. The yield is 0.760. (5) The reactants are [CH:1]1([N:4]2[CH2:9][CH2:8][N:7]([C:10]3[CH:20]=[CH:19][C:13]([C:14]([O:16]CC)=O)=[CH:12][CH:11]=3)[CH2:6][CH2:5]2)[CH2:3][CH2:2]1.Cl.[CH3:22][O:23][C:24]1[CH:25]=[C:26]([CH2:32][O:33][C:34]2[CH:35]=[C:36]([NH2:39])[NH:37][N:38]=2)[CH:27]=[C:28]([O:30][CH3:31])[CH:29]=1.C[Al](C)C.C1(C)C=CC=CC=1. No catalyst specified. The product is [CH:1]1([N:4]2[CH2:5][CH2:6][N:7]([C:10]3[CH:11]=[CH:12][C:13]([C:14]([NH:39][C:36]4[NH:37][N:38]=[C:34]([O:33][CH2:32][C:26]5[CH:27]=[C:28]([O:30][CH3:31])[CH:29]=[C:24]([O:23][CH3:22])[CH:25]=5)[CH:35]=4)=[O:16])=[CH:19][CH:20]=3)[CH2:8][CH2:9]2)[CH2:2][CH2:3]1. The yield is 0.0384. (6) The reactants are [C:1]([C:4]1[C:9](=[O:10])[C:8]([O:11][CH3:12])=[CH:7][N:6]([C:13]2[CH:18]=[CH:17][C:16]([N:19]3[CH:23]=[CH:22][CH:21]=[N:20]3)=[CH:15][C:14]=2[F:24])[N:5]=1)(=O)[CH3:2].[CH3:25]C(O)=O.Cl.[Cl:30][C:31]1[CH:32]=[C:33]([NH:37][NH2:38])[CH:34]=[CH:35][CH:36]=1. The catalyst is COC(OC)N(C)C. The product is [Cl:30][C:31]1[CH:32]=[C:33]([N:37]2[C:1]([C:4]3[C:9](=[O:10])[C:8]([O:11][CH3:12])=[CH:7][N:6]([C:13]4[CH:18]=[CH:17][C:16]([N:19]5[CH:23]=[CH:22][CH:21]=[N:20]5)=[CH:15][C:14]=4[F:24])[N:5]=3)=[CH:2][CH:25]=[N:38]2)[CH:34]=[CH:35][CH:36]=1. The yield is 0.440. (7) The reactants are [CH2:1]([N:4]([CH2:15][CH:16]([OH:20])[CH2:17][CH:18]=[CH2:19])[C:5](=[O:14])[O:6][CH2:7][C:8]1[CH:13]=[CH:12][CH:11]=[CH:10][CH:9]=1)C=C. The catalyst is C(Cl)Cl. The product is [OH:20][CH:16]1[CH2:17][CH:18]=[CH:19][CH2:1][N:4]([C:5]([O:6][CH2:7][C:8]2[CH:9]=[CH:10][CH:11]=[CH:12][CH:13]=2)=[O:14])[CH2:15]1. The yield is 0.475. (8) The reactants are [Br:1][C:2]1[CH:7]=[CH:6][C:5]([CH2:8][C:9]([OH:11])=[O:10])=[C:4]([F:12])[CH:3]=1.OS(O)(=O)=O.[CH3:18]O. No catalyst specified. The product is [Br:1][C:2]1[CH:7]=[CH:6][C:5]([CH2:8][C:9]([O:11][CH3:18])=[O:10])=[C:4]([F:12])[CH:3]=1. The yield is 0.940. (9) The reactants are C(OC([NH:11][C:12]1[C:17]([O:18][CH3:19])=[CH:16][C:15]([C:20]2[CH:21]=[CH:22][C:23]([N:26]3[CH2:32][CH2:31][CH2:30][N:29]([C:33]4[CH:38]=[CH:37][C:36]([C:39]5[CH:44]=[C:43]([O:45][CH3:46])[C:42]([NH:47]C(OCC6C=CC=CC=6)=O)=[C:41]([O:58][CH3:59])[CH:40]=5)=[CH:35][N:34]=4)[CH2:28][CH2:27]3)=[N:24][CH:25]=2)=[CH:14][C:13]=1[O:60][CH3:61])=O)C1C=CC=CC=1.[ClH:62].C(OCC)(=O)C.C(O)C. The catalyst is C(O)(=O)C.[Pd].C(Cl)(Cl)Cl. The product is [ClH:62].[ClH:62].[ClH:62].[ClH:62].[NH2:11][C:12]1[C:17]([O:18][CH3:19])=[CH:16][C:15]([C:20]2[CH:21]=[CH:22][C:23]([N:26]3[CH2:32][CH2:31][CH2:30][N:29]([C:33]4[CH:38]=[CH:37][C:36]([C:39]5[CH:44]=[C:43]([O:45][CH3:46])[C:42]([NH2:47])=[C:41]([O:58][CH3:59])[CH:40]=5)=[CH:35][N:34]=4)[CH2:28][CH2:27]3)=[N:24][CH:25]=2)=[CH:14][C:13]=1[O:60][CH3:61]. The yield is 8.20. (10) The reactants are [OH:1][C:2]1[CH:7]=[C:6]([O:8][CH2:9][CH2:10][O:11][CH2:12][CH2:13][O:14][CH3:15])[CH:5]=[CH:4][C:3]=1[C:16]1[NH:17][CH2:18][C:19]([CH3:25])([C:21]([O:23]C)=[O:22])[N:20]=1.[OH-].[Na+]. The catalyst is CO.O. The product is [OH:1][C:2]1[CH:7]=[C:6]([O:8][CH2:9][CH2:10][O:11][CH2:12][CH2:13][O:14][CH3:15])[CH:5]=[CH:4][C:3]=1[C:16]1[NH:17][CH2:18][C:19]([CH3:25])([C:21]([OH:23])=[O:22])[N:20]=1. The yield is 0.600.